From a dataset of Catalyst prediction with 721,799 reactions and 888 catalyst types from USPTO. Predict which catalyst facilitates the given reaction. Reactant: Cl.[NH2:2][CH2:3][C:4]([O:6][CH2:7][CH3:8])=[O:5].F[P-](F)(F)(F)(F)F.N1(O[P+](N(C)C)(N(C)C)N(C)C)[C:20]2C=[CH:22][CH:23]=[CH:24][C:19]=2[N:18]=N1.CCN(CC)CC.[OH2:43]. Product: [CH2:7]([O:6][C:4](=[O:5])[CH2:3][NH:2][C:20]([C:19]1[NH:18][CH:22]=[CH:23][CH:24]=1)=[O:43])[CH3:8]. The catalyst class is: 3.